This data is from Forward reaction prediction with 1.9M reactions from USPTO patents (1976-2016). The task is: Predict the product of the given reaction. (1) Given the reactants C([O:8][C:9]1[CH:14]=[CH:13][C:12]2[C:15]3([CH2:30][O:31][C:11]=2[CH:10]=1)[C:23]1[C:18](=[CH:19][CH:20]=[CH:21][CH:22]=1)[N:17]([CH2:24][CH2:25][CH:26]([CH3:28])[CH3:27])[C:16]3=[O:29])C1C=CC=CC=1, predict the reaction product. The product is: [OH:8][C:9]1[CH:14]=[CH:13][C:12]2[C:15]3([CH2:30][O:31][C:11]=2[CH:10]=1)[C:23]1[C:18](=[CH:19][CH:20]=[CH:21][CH:22]=1)[N:17]([CH2:24][CH2:25][CH:26]([CH3:28])[CH3:27])[C:16]3=[O:29]. (2) Given the reactants I[C:2]1[C:10]2[C:5](=[CH:6][C:7]([CH:11]=[O:12])=[CH:8][CH:9]=2)[N:4]([CH2:13][O:14][CH2:15][CH2:16][Si:17]([CH3:20])([CH3:19])[CH3:18])[N:3]=1.[CH:21]([C:23]1[CH:35]=[CH:34][C:26]([CH2:27][N:28]2[CH2:33][CH2:32][O:31][CH2:30][CH2:29]2)=[CH:25][CH:24]=1)=[CH2:22], predict the reaction product. The product is: [O:31]1[CH2:32][CH2:33][N:28]([CH2:27][C:26]2[CH:34]=[CH:35][C:23](/[CH:21]=[CH:22]/[C:2]3[C:10]4[C:5](=[CH:6][C:7]([CH:11]=[O:12])=[CH:8][CH:9]=4)[N:4]([CH2:13][O:14][CH2:15][CH2:16][Si:17]([CH3:20])([CH3:19])[CH3:18])[N:3]=3)=[CH:24][CH:25]=2)[CH2:29][CH2:30]1. (3) Given the reactants [CH:1]1([C:6]2[C:14]3[C:9](=[C:10]([O:15]C)[N:11]=[CH:12][CH:13]=3)[N:8]([C:17]3[CH:22]=[CH:21][C:20]([S:23]([NH2:26])(=[O:25])=[O:24])=[CH:19][CH:18]=3)[N:7]=2)[CH2:5][CH2:4][CH2:3][CH2:2]1.[I-].[Na+].Cl[Si](C)(C)C.O, predict the reaction product. The product is: [CH:1]1([C:6]2[C:14]3[CH:13]=[CH:12][NH:11][C:10](=[O:15])[C:9]=3[N:8]([C:17]3[CH:18]=[CH:19][C:20]([S:23]([NH2:26])(=[O:24])=[O:25])=[CH:21][CH:22]=3)[N:7]=2)[CH2:2][CH2:3][CH2:4][CH2:5]1. (4) Given the reactants [CH3:1][O:2][CH2:3][CH:4]1[O:21][C:8]2([CH2:13][CH2:12][N:11](C(OC(C)(C)C)=O)[CH2:10][CH2:9]2)[CH2:7][N:6]([C:22]2[N:27]=[CH:26][CH:25]=[CH:24][N:23]=2)[CH2:5]1.[ClH:28], predict the reaction product. The product is: [ClH:28].[CH3:1][O:2][CH2:3][CH:4]1[CH2:5][N:6]([C:22]2[N:23]=[CH:24][CH:25]=[CH:26][N:27]=2)[CH2:7][C:8]2([CH2:13][CH2:12][NH:11][CH2:10][CH2:9]2)[O:21]1. (5) Given the reactants O.Cl.C([O:5][CH:6](OCC)[CH2:7][N:8]([CH3:10])[CH3:9])C.[S:14]([O:17][S:18]([O-:20])=[O:19])([O-:16])=[O:15].[Na+].[Na+], predict the reaction product. The product is: [S:14]([O:17][S:18]([OH:20])=[O:19])([OH:16])=[O:15].[CH3:9][N:8]([CH2:7][CH:6]=[O:5])[CH3:10]. (6) Given the reactants COC1C=CC(C([N:9]2[CH:14]([C:15]([OH:17])=[O:16])[CH:13]3[CH2:18][CH:10]2[CH2:11][CH2:12]3)=O)=CC=1.[C:21](Cl)(=O)[C:22](Cl)=O.CN(C)C=O.Cl.NO.C(N(CC)CC)C.Cl, predict the reaction product. The product is: [CH:10]12[CH2:18][CH:13]([CH2:12][CH2:11]1)[CH:14]([C:15]([O:17][CH2:21][CH3:22])=[O:16])[NH:9]2. (7) Given the reactants [CH3:1][C:2]1[N:3]=[C:4]([NH2:7])[S:5][CH:6]=1.[Cl:8][C:9]1[CH:19]=[CH:18][C:12]([C:13]([O:15][CH2:16][CH3:17])=[O:14])=[CH:11][C:10]=1[O:20][C:21]1[CH:26]=[CH:25][N:24]=[C:23](Cl)[CH:22]=1.P([O-])([O-])([O-])=O.[K+].[K+].[K+], predict the reaction product. The product is: [Cl:8][C:9]1[CH:19]=[CH:18][C:12]([C:13]([O:15][CH2:16][CH3:17])=[O:14])=[CH:11][C:10]=1[O:20][C:21]1[CH:22]=[CH:23][N:24]=[C:25]([NH:7][C:4]2[S:5][CH:6]=[C:2]([CH3:1])[N:3]=2)[CH:26]=1.